From a dataset of M1 muscarinic receptor antagonist screen with 61,756 compounds. Binary Classification. Given a drug SMILES string, predict its activity (active/inactive) in a high-throughput screening assay against a specified biological target. (1) The drug is OC12CC3(n4nc(nc4)C)CC(C1)CC(C3)C2. The result is 0 (inactive). (2) The molecule is O=C1N(C(=O)C2C1C1(NC2CC(C)C)c2c(N(C1=O)C)cccc2)C(C)C. The result is 0 (inactive).